Predict which catalyst facilitates the given reaction. From a dataset of Catalyst prediction with 721,799 reactions and 888 catalyst types from USPTO. (1) Reactant: Cl[C:2]1[C:11]([CH3:12])=[C:10]([Cl:13])[C:9]2[C:4](=[N:5][CH:6]=[CH:7][CH:8]=2)[N:3]=1.[F:14][C:15]1[CH:16]=[C:17](B(O)O)[CH:18]=[C:19]([F:21])[CH:20]=1.C(=O)([O-])[O-].[K+].[K+]. Product: [Cl:13][C:10]1[C:9]2[C:4](=[N:5][CH:6]=[CH:7][CH:8]=2)[N:3]=[C:2]([C:17]2[CH:16]=[C:15]([F:14])[CH:20]=[C:19]([F:21])[CH:18]=2)[C:11]=1[CH3:12]. The catalyst class is: 187. (2) Reactant: [C:1]1([C:12]2[CH:17]=[CH:16][CH:15]=[CH:14][CH:13]=2)[CH:6]=[CH:5][C:4]([N:7]2[CH:11]=[CH:10][CH:9]=[CH:8]2)=[CH:3][CH:2]=1.CSC.C(#N)C.[Br:24]Br. Product: [C:1]1([C:12]2[CH:13]=[CH:14][CH:15]=[CH:16][CH:17]=2)[CH:6]=[CH:5][C:4]([N:7]2[CH:11]=[CH:10][C:9]([Br:24])=[CH:8]2)=[CH:3][CH:2]=1. The catalyst class is: 2. (3) Reactant: [Cl:1][C:2]1[CH:3]=[CH:4][C:5]2[O:9][C:8]([CH:10]([NH:15][C:16]3[CH:24]=[CH:23][C:19](C(O)=O)=[CH:18][CH:17]=3)[CH2:11][CH:12]([CH3:14])[CH3:13])=[C:7]([CH3:25])[C:6]=2[CH:26]=1.CNC[CH2:30][C:31]([O:33][CH2:34][CH3:35])=[O:32].O.ON1C2C=CC=CC=2N=N1.Cl.C(N=C=NCCCN(C)C)C.Cl.[CH3:60][N:61]([CH3:64])[CH:62]=[O:63]. Product: [Cl:1][C:2]1[CH:3]=[CH:4][C:5]2[O:9][C:8]([CH:10]([NH:15][C:16]3[CH:24]=[CH:23][C:19]([C:62]([N:61]([CH3:64])[CH2:60][CH2:30][C:31]([O:33][CH2:34][CH3:35])=[O:32])=[O:63])=[CH:18][CH:17]=3)[CH2:11][CH:12]([CH3:13])[CH3:14])=[C:7]([CH3:25])[C:6]=2[CH:26]=1. The catalyst class is: 66. (4) Reactant: [S:1]([N:11]1[C:15]2[N:16]=[CH:17][C:18]3[N:19]([C:20]([C@@H:23]4[CH2:27][CH2:26][C@H:25]([NH:28]C(=O)OC(C)(C)C)[CH2:24]4)=[N:21][N:22]=3)[C:14]=2[CH:13]=[CH:12]1)([C:4]1[CH:10]=[CH:9][C:7]([CH3:8])=[CH:6][CH:5]=1)(=[O:3])=[O:2].[ClH:36]. Product: [ClH:36].[S:1]([N:11]1[C:15]2[N:16]=[CH:17][C:18]3[N:19]([C:20]([C@@H:23]4[CH2:27][CH2:26][C@H:25]([NH2:28])[CH2:24]4)=[N:21][N:22]=3)[C:14]=2[CH:13]=[CH:12]1)([C:4]1[CH:10]=[CH:9][C:7]([CH3:8])=[CH:6][CH:5]=1)(=[O:3])=[O:2]. The catalyst class is: 12. (5) Reactant: [C:1]([CH2:3][CH2:4][CH2:5][CH2:6][N:7]1[CH:12]=[CH:11][C:10]([NH:13][C:14](=[O:22])[CH2:15][C:16]2[CH:21]=[CH:20][CH:19]=[CH:18][CH:17]=2)=[N:9][C:8]1=[O:23])#[N:2].FC(F)(F)C(O)=O.[NH:31]([C:33](=[S:35])[NH2:34])N. Product: [NH2:34][C:33]1[S:35][C:1]([CH2:3][CH2:4][CH2:5][CH2:6][N:7]2[CH:12]=[CH:11][C:10]([NH:13][C:14](=[O:22])[CH2:15][C:16]3[CH:17]=[CH:18][CH:19]=[CH:20][CH:21]=3)=[N:9][C:8]2=[O:23])=[N:2][N:31]=1. The catalyst class is: 11. (6) Reactant: [Br:1][C:2]1[CH:14]=[CH:13][C:12]2[C:11]3[C:6](=[CH:7][C:8]([Br:15])=[CH:9][CH:10]=3)[NH:5][C:4]=2[CH:3]=1.[O:16]1[CH2:21][CH2:20][CH:19](O)[CH2:18][CH2:17]1.C(P(CCCC)(CCCC)=CC#N)CCC. Product: [Br:1][C:2]1[CH:14]=[CH:13][C:12]2[C:11]3[C:6](=[CH:7][C:8]([Br:15])=[CH:9][CH:10]=3)[N:5]([CH:19]3[CH2:20][CH2:21][O:16][CH2:17][CH2:18]3)[C:4]=2[CH:3]=1. The catalyst class is: 11. (7) Reactant: [C:1]([O:4][C@@H:5]1[C@H:9]([O:10][C:11](=[O:13])[CH3:12])[C@@H:8]([C:14]2[N:15]=[N:16][N:17]([CH2:19][CH3:20])[N:18]=2)[O:7][C@H:6]1[N:21]1[CH:29]=[N:28][C:27]2[C:22]1=[N:23][C:24]([Cl:45])=[N:25][C:26]=2[NH:30][C@H:31]1[CH2:36][CH2:35][C@H:34]([NH:37]C(OC(C)(C)C)=O)[CH2:33][CH2:32]1)(=[O:3])[CH3:2]. Product: [C:1]([O:4][C@@H:5]1[C@H:9]([O:10][C:11](=[O:13])[CH3:12])[C@@H:8]([C:14]2[N:15]=[N:16][N:17]([CH2:19][CH3:20])[N:18]=2)[O:7][C@H:6]1[N:21]1[CH:29]=[N:28][C:27]2[C:22]1=[N:23][C:24]([Cl:45])=[N:25][C:26]=2[NH:30][C@H:31]1[CH2:32][CH2:33][C@H:34]([NH2:37])[CH2:35][CH2:36]1)(=[O:3])[CH3:2]. The catalyst class is: 330. (8) Product: [F:36][C:35]([F:38])([F:37])[C:33]([OH:39])=[O:34].[O:1]1[CH2:6][CH2:5][N:4]([CH2:7][CH2:8][N:9]([C:14]2[CH:22]=[CH:21][CH:20]=[C:19]3[C:15]=2[C:16](=[O:32])[N:17]([CH2:24][C:25]([OH:27])=[O:26])[C:18]3=[O:23])[S:10]([CH3:13])(=[O:12])=[O:11])[CH2:3][CH2:2]1. Reactant: [O:1]1[CH2:6][CH2:5][N:4]([CH2:7][CH2:8][N:9]([C:14]2[CH:22]=[CH:21][CH:20]=[C:19]3[C:15]=2[C:16](=[O:32])[N:17]([CH2:24][C:25]([O:27]C(C)(C)C)=[O:26])[C:18]3=[O:23])[S:10]([CH3:13])(=[O:12])=[O:11])[CH2:3][CH2:2]1.[C:33]([OH:39])([C:35]([F:38])([F:37])[F:36])=[O:34]. The catalyst class is: 2. (9) Reactant: [CH3:1][C:2]1([CH3:29])[C:10]2[CH:9]=[N:8][C:7]([S:11]([CH3:14])(=O)=O)=[N:6][C:5]=2[CH:4](C(OC)=O)[N:3]1[C:19]([O:21][CH2:22][C:23]1[CH:28]=[CH:27][CH:26]=[CH:25][CH:24]=1)=[O:20].[OH-].[Na+].[NH4+].[Cl-]. Product: [CH3:1][C:2]1([CH3:29])[C:10]2[CH:9]=[N:8][C:7]([S:11][CH3:14])=[N:6][C:5]=2[CH2:4][N:3]1[C:19]([O:21][CH2:22][C:23]1[CH:28]=[CH:27][CH:26]=[CH:25][CH:24]=1)=[O:20]. The catalyst class is: 12. (10) Reactant: [CH:1]1([S:4](Cl)(=[O:6])=[O:5])[CH2:3][CH2:2]1.[NH:8]1[CH2:13][CH2:12][CH2:11][CH:10]([C:14]2[C:18]3=[C:19]4[CH:25]=[CH:24][NH:23][C:20]4=[N:21][CH:22]=[C:17]3[NH:16][N:15]=2)[CH2:9]1. Product: [CH:1]1([S:4]([N:8]2[CH2:13][CH2:12][CH2:11][CH:10]([C:14]3[C:18]4=[C:19]5[CH:25]=[CH:24][NH:23][C:20]5=[N:21][CH:22]=[C:17]4[NH:16][N:15]=3)[CH2:9]2)(=[O:6])=[O:5])[CH2:3][CH2:2]1. The catalyst class is: 17.